From a dataset of Forward reaction prediction with 1.9M reactions from USPTO patents (1976-2016). Predict the product of the given reaction. Given the reactants [O:1]1[CH:5]=[CH:4][CH:3]=[C:2]1[C:6]1[CH:11]=[CH:10][N:9]=[C:8]([NH2:12])[N:7]=1.[Br:13]N1C(=O)CCC1=O, predict the reaction product. The product is: [Br:13][C:11]1[C:6]([C:2]2[O:1][CH:5]=[CH:4][CH:3]=2)=[N:7][C:8]([NH2:12])=[N:9][CH:10]=1.